Dataset: Forward reaction prediction with 1.9M reactions from USPTO patents (1976-2016). Task: Predict the product of the given reaction. (1) Given the reactants [F:1][C:2]1[CH:7]=[CH:6][C:5]([N:8]2[NH:12][C:11](=[O:13])[C:10]([CH3:14])=[N:9]2)=[CH:4][CH:3]=1.C(=O)([O-])[O-].[K+].[K+].Cl[C:22]1[CH:27]=[CH:26][N:25]=[C:24]([C:28]([F:31])([F:30])[F:29])[CH:23]=1, predict the reaction product. The product is: [F:1][C:2]1[CH:3]=[CH:4][C:5]([N:8]2[N:12]=[C:11]([O:13][C:22]3[CH:27]=[CH:26][N:25]=[C:24]([C:28]([F:31])([F:30])[F:29])[CH:23]=3)[C:10]([CH3:14])=[N:9]2)=[CH:6][CH:7]=1. (2) Given the reactants [NH2:1][C:2]1[C:3]2[C:10]([C:11]3[CH:16]=[CH:15][C:14]([OH:17])=[CH:13][CH:12]=3)=[CH:9][N:8]([CH:18]3[CH2:22][CH2:21][O:20][CH2:19]3)[C:4]=2[N:5]=[CH:6][N:7]=1.F[C:24]1[CH:31]=[CH:30][C:27]([CH:28]=[O:29])=[CH:26][CH:25]=1, predict the reaction product. The product is: [NH2:1][C:2]1[C:3]2[C:10]([C:11]3[CH:16]=[CH:15][C:14]([O:17][C:24]4[CH:31]=[CH:30][C:27]([CH:28]=[O:29])=[CH:26][CH:25]=4)=[CH:13][CH:12]=3)=[CH:9][N:8]([CH:18]3[CH2:22][CH2:21][O:20][CH2:19]3)[C:4]=2[N:5]=[CH:6][N:7]=1. (3) Given the reactants [OH-].[Na+].[C:3]([C:5]1[CH:6]=[C:7]([CH:21]=[CH:22][CH:23]=1)[C:8]([NH:10][C:11]1[CH:16]=[CH:15][CH:14]=[CH:13][C:12]=1[C:17]([F:20])([F:19])[F:18])=[O:9])#[N:4].[F:24][C:25]([F:34])([F:33])[C:26](I)([F:31])[C:27]([F:30])([F:29])[F:28], predict the reaction product. The product is: [C:3]([C:5]1[CH:6]=[C:7]([CH:21]=[CH:22][CH:23]=1)[C:8]([NH:10][C:11]1[CH:16]=[CH:15][C:14]([C:26]([F:31])([C:27]([F:30])([F:29])[F:28])[C:25]([F:34])([F:33])[F:24])=[CH:13][C:12]=1[C:17]([F:19])([F:18])[F:20])=[O:9])#[N:4]. (4) Given the reactants [BH4-].[Na+].[C:3]([C:7]1[CH:12]=[CH:11][C:10]([N+:13]([O-])=O)=[CH:9][C:8]=1[F:16])([CH3:6])([CH3:5])[CH3:4].O, predict the reaction product. The product is: [C:3]([C:7]1[CH:12]=[CH:11][C:10]([NH2:13])=[CH:9][C:8]=1[F:16])([CH3:6])([CH3:4])[CH3:5]. (5) Given the reactants [NH2:1][C:2]1[CH:12]=[CH:11][C:5]([C:6]([O:8][CH2:9][CH3:10])=[O:7])=[CH:4][C:3]=1[O:13][CH3:14].C(#N)C.[Cl:18]N1C(=O)CCC1=O, predict the reaction product. The product is: [NH2:1][C:2]1[C:3]([O:13][CH3:14])=[CH:4][C:5]([C:6]([O:8][CH2:9][CH3:10])=[O:7])=[CH:11][C:12]=1[Cl:18]. (6) Given the reactants [F:1][C:2]1[C:7]([O:8][CH2:9][CH2:10][CH2:11][CH2:12][CH2:13][CH3:14])=[C:6]([F:15])[CH:5]=[CH:4][C:3]=1B(O)O.Br[C:20]1[CH:25]=[CH:24][CH:23]=[CH:22][N:21]=1.C(=O)([O-])[O-].[K+].[K+].C1(C)C=CC=CC=1, predict the reaction product. The product is: [F:1][C:2]1[C:7]([O:8][CH2:9][CH2:10][CH2:11][CH2:12][CH2:13][CH3:14])=[C:6]([F:15])[CH:5]=[CH:4][C:3]=1[C:20]1[CH:25]=[CH:24][CH:23]=[CH:22][N:21]=1. (7) Given the reactants [C:1]([C:3]1[CH:27]=[C:26]([CH3:28])[C:6]([O:7][C:8]2[C:13]([N+:14]([O-])=O)=[CH:12][N:11]=[C:10]([NH:17][C:18]3[CH:25]=[CH:24][C:21]([C:22]#[N:23])=[CH:20][CH:19]=3)[N:9]=2)=[C:5]([CH3:29])[CH:4]=1)#[N:2], predict the reaction product. The product is: [NH2:14][C:13]1[C:8]([O:7][C:6]2[C:26]([CH3:28])=[CH:27][C:3]([C:1]#[N:2])=[CH:4][C:5]=2[CH3:29])=[N:9][C:10]([NH:17][C:18]2[CH:25]=[CH:24][C:21]([C:22]#[N:23])=[CH:20][CH:19]=2)=[N:11][CH:12]=1.